Dataset: Forward reaction prediction with 1.9M reactions from USPTO patents (1976-2016). Task: Predict the product of the given reaction. (1) Given the reactants [CH2:1]([O:6][C:7]1[C:8]([O:10][C@H:11]([C@H:14]([CH2:16][OH:17])[OH:15])[C:12]=1[OH:13])=[O:9])[CH:2]([CH2:4][OH:5])[OH:3].N1C=CC=CC=1.[C:24](O[C:24](=[O:40])[CH2:25][CH2:26][CH2:27][CH2:28][CH2:29][CH2:30][CH2:31][CH2:32][CH2:33][CH2:34][CH2:35][CH2:36][CH2:37][CH2:38][CH3:39])(=[O:40])[CH2:25][CH2:26][CH2:27][CH2:28][CH2:29][CH2:30][CH2:31][CH2:32][CH2:33][CH2:34][CH2:35][CH2:36][CH2:37][CH2:38][CH3:39], predict the reaction product. The product is: [CH2:1]([O:6][C:7]1[C:8]([O:10][C@H:11]([C@H:14]([CH2:16][O:17][C:24](=[O:40])[CH2:25][CH2:26][CH2:27][CH2:28][CH2:29][CH2:30][CH2:31][CH2:32][CH2:33][CH2:34][CH2:35][CH2:36][CH2:37][CH2:38][CH3:39])[OH:15])[C:12]=1[OH:13])=[O:9])[CH:2]([CH2:4][OH:5])[OH:3]. (2) Given the reactants [F:1][CH2:2][CH2:3][O:4][C:5]1[N:23]=[C:22]([NH2:24])[C:21]([N+:25]([O-])=O)=[CH:20][C:6]=1[C:7]([NH:9][C@H:10]1[CH2:15][CH2:14][C@H:13]([C:16]([F:19])([F:18])[F:17])[CH2:12][CH2:11]1)=[O:8].CO, predict the reaction product. The product is: [NH2:25][C:21]1[C:22]([NH2:24])=[N:23][C:5]([O:4][CH2:3][CH2:2][F:1])=[C:6]([CH:20]=1)[C:7]([NH:9][C@H:10]1[CH2:11][CH2:12][C@H:13]([C:16]([F:18])([F:17])[F:19])[CH2:14][CH2:15]1)=[O:8]. (3) Given the reactants [CH:1]1([NH2:6])[CH2:5][CH2:4][CH2:3][CH2:2]1.[C:7](=O)([O-])[O-].[K+].[K+].[Br:13][C:14]1[CH:21]=[CH:20][C:17]([C:18]#[N:19])=[C:16](F)[CH:15]=1, predict the reaction product. The product is: [Br:13][C:14]1[CH:21]=[CH:20][C:17]([C:18]#[N:19])=[C:16]([NH:6][CH:1]2[CH2:7][CH2:2][CH2:3][CH2:4][CH2:5]2)[CH:15]=1.